From a dataset of Forward reaction prediction with 1.9M reactions from USPTO patents (1976-2016). Predict the product of the given reaction. (1) The product is: [CH2:3]([N:6]1[CH2:11][CH2:10][NH:9][C:7]1=[O:8])[CH:4]=[CH2:5]. Given the reactants [H-].[Na+].[CH2:3]([NH:6][C:7]([NH:9][CH2:10][CH2:11]Cl)=[O:8])[CH:4]=[CH2:5], predict the reaction product. (2) Given the reactants [C:1]([N:4]1[C:13]2[C:8](=[CH:9][C:10](B3OC(C)(C)C(C)(C)O3)=[CH:11][CH:12]=2)[C@H:7]([NH:23][C:24](=[O:29])[O:25][CH:26]([CH3:28])[CH3:27])[CH2:6][C@@H:5]1[CH3:30])(=[O:3])[CH3:2].Br[C:32]1[CH:37]=[CH:36][C:35]([CH2:38][CH2:39][C:40]([O:42][CH2:43][C:44]2C=CC=CC=2)=[O:41])=[CH:34][CH:33]=1.C(=O)([O-])[O-].[K+].[K+], predict the reaction product. The product is: [C:1]([N:4]1[C:13]2[C:8](=[CH:9][C:10]([C:32]3[CH:37]=[CH:36][C:35]([CH2:38][CH2:39][C:40]([O:42][CH2:43][CH3:44])=[O:41])=[CH:34][CH:33]=3)=[CH:11][CH:12]=2)[C@H:7]([NH:23][C:24]([O:25][CH:26]([CH3:28])[CH3:27])=[O:29])[CH2:6][C@@H:5]1[CH3:30])(=[O:3])[CH3:2]. (3) Given the reactants [B-]([S+](C)C)(F)(F)F.C[O:9][C:10]1[CH:26]=[CH:25][C:13]([O:14][C:15]2[CH:24]=[CH:23][C:18]([C:19]([O:21][CH3:22])=[O:20])=[CH:17][CH:16]=2)=[CH:12][CH:11]=1, predict the reaction product. The product is: [CH3:22][O:21][C:19](=[O:20])[C:18]1[CH:17]=[CH:16][C:15]([O:14][C:13]2[CH:25]=[CH:26][C:10]([OH:9])=[CH:11][CH:12]=2)=[CH:24][CH:23]=1.[CH3:22][O:21][C:19](=[O:20])[C:18]1[CH:17]=[CH:16][C:15]([O:14][C:13]2[CH:25]=[CH:26][C:10]([OH:9])=[CH:11][CH:12]=2)=[CH:24][CH:23]=1. (4) Given the reactants [OH:1][C:2]1[CH:11]=[C:10]2[C:5]([C:6]([O:12][C:13]3[C:14]([C:23](=[O:25])[CH3:24])=[N:15][C:16]4[C:21]([CH:22]=3)=[CH:20][CH:19]=[CH:18][CH:17]=4)=[CH:7][CH:8]=[N:9]2)=[CH:4][C:3]=1[O:26][CH3:27].C(=O)([O-])[O-].[K+].[K+].[CH2:34]([CH:36]1[O:38][CH2:37]1)Br.O, predict the reaction product. The product is: [CH3:27][O:26][C:3]1[CH:4]=[C:5]2[C:10](=[CH:11][C:2]=1[O:1][CH2:34][CH:36]1[CH2:37][O:38]1)[N:9]=[CH:8][CH:7]=[C:6]2[O:12][C:13]1[C:14]([C:23](=[O:25])[CH3:24])=[N:15][C:16]2[C:21]([CH:22]=1)=[CH:20][CH:19]=[CH:18][CH:17]=2. (5) Given the reactants [CH2:1]([Zn]CC)C.C([Si]([O:13][C:14]1[CH:19]=[CH:18][C:17]([C:20]([CH3:22])=[CH2:21])=[CH:16][CH:15]=1)(C)C)(C)(C)C.ICI.CCCC[N+](CCCC)(CCCC)CCCC.[F-], predict the reaction product. The product is: [CH3:1][C:20]1([C:17]2[CH:16]=[CH:15][C:14]([OH:13])=[CH:19][CH:18]=2)[CH2:21][CH2:22]1. (6) Given the reactants [CH3:1][O:2][C:3]1[CH:8]=[C:7]([N+:9]([O-:11])=[O:10])[CH:6]=[CH:5][C:4]=1[OH:12].C([O-])([O-])=O.[K+].[K+].Br[CH2:20][CH:21]([O:24][CH3:25])[O:22][CH3:23], predict the reaction product. The product is: [CH3:23][O:22][CH:21]([O:24][CH3:25])[CH2:20][O:12][C:4]1[CH:5]=[CH:6][C:7]([N+:9]([O-:11])=[O:10])=[CH:8][C:3]=1[O:2][CH3:1]. (7) Given the reactants [CH2:1]([N:3]([CH2:11][CH3:12])[C:4]1[CH:9]=[CH:8][C:7]([NH2:10])=[CH:6][CH:5]=1)[CH3:2].C=O.[ClH:15].[CH2:16](O)C.[CH3:19][O:20][C:21]1[CH:26]=[CH:25][C:24]([C:27]([C:29]2[CH:34]=[CH:33][CH:32]=[CH:31][N:30]=2)=O)=[CH:23][CH:22]=1, predict the reaction product. The product is: [Cl-:15].[CH2:11]([N:3]([CH2:1][CH3:2])[C:4]1[CH:9]=[CH:8][C:7]([N:10]2[C:27]([C:24]3[CH:25]=[CH:26][C:21]([O:20][CH3:19])=[CH:22][CH:23]=3)=[C:29]3[CH:34]=[CH:33][CH:32]=[CH:31][N+:30]3=[CH:16]2)=[CH:6][CH:5]=1)[CH3:12].